From a dataset of Reaction yield outcomes from USPTO patents with 853,638 reactions. Predict the reaction yield, written as a fraction of the theoretical maximum amount of product (1.0 means a 100% yield; for example, 0.34 means a 34% yield). (1) The reactants are [C:1]1([CH:7]([C:21]2[CH:26]=[CH:25][CH:24]=[CH:23][CH:22]=2)[N:8]2[CH2:11][C:10]([CH2:13][C:14](OC(C)(C)C)=[O:15])([OH:12])[CH2:9]2)[CH:6]=[CH:5][CH:4]=[CH:3][CH:2]=1.[H-].[Al+3].[Li+].[H-].[H-].[H-].O.[OH-].[Na+]. The catalyst is C1COCC1. The product is [C:21]1([CH:7]([C:1]2[CH:6]=[CH:5][CH:4]=[CH:3][CH:2]=2)[N:8]2[CH2:11][C:10]([CH2:13][CH2:14][OH:15])([OH:12])[CH2:9]2)[CH:22]=[CH:23][CH:24]=[CH:25][CH:26]=1. The yield is 0.850. (2) The yield is 0.780. The catalyst is N1C=CC=CC=1. The reactants are [OH:1][CH2:2][C:3]([CH2:14][OH:15])([C:9]([O:11][CH2:12][CH3:13])=[O:10])[C:4]([O:6][CH2:7][CH3:8])=[O:5].[Si:16](Cl)([C:19]([CH3:22])([CH3:21])[CH3:20])([CH3:18])[CH3:17]. The product is [Si:16]([O:15][CH2:14][C:3]([CH2:2][OH:1])([C:4]([O:6][CH2:7][CH3:8])=[O:5])[C:9]([O:11][CH2:12][CH3:13])=[O:10])([C:19]([CH3:22])([CH3:21])[CH3:20])([CH3:18])[CH3:17]. (3) The reactants are S(Cl)([Cl:3])=O.[CH3:5][C:6]1[S:10][C:9]2[C:11]([CH2:15]O)=[CH:12][CH:13]=[CH:14][C:8]=2[CH:7]=1. The catalyst is ClCCl. The product is [Cl:3][CH2:15][C:11]1[C:9]2[S:10][C:6]([CH3:5])=[CH:7][C:8]=2[CH:14]=[CH:13][CH:12]=1. The yield is 0.670. (4) The reactants are [F:1][C:2]1[CH:7]=[C:6]([F:8])[CH:5]=[CH:4][C:3]=1[C:9]1[CH:19]=[C:13]([C:14]([O:16][CH2:17][CH3:18])=[O:15])[C:12]([OH:20])=[CH:11][CH:10]=1.Cl[C:22]1[C:31]2[C:26](=[CH:27][C:28]([O:34][CH3:35])=[C:29]([O:32][CH3:33])[CH:30]=2)[N:25]=[CH:24][CH:23]=1. The catalyst is CN(C)C1C=CN=CC=1.ClC1C=CC=CC=1Cl. The product is [CH3:33][O:32][C:29]1[CH:30]=[C:31]2[C:26](=[CH:27][C:28]=1[O:34][CH3:35])[N:25]=[CH:24][CH:23]=[C:22]2[O:20][C:12]1[CH:11]=[CH:10][C:9]([C:3]2[CH:4]=[CH:5][C:6]([F:8])=[CH:7][C:2]=2[F:1])=[CH:19][C:13]=1[C:14]([O:16][CH2:17][CH3:18])=[O:15]. The yield is 0.240. (5) The reactants are Cl[CH:2]([C:14]1[CH:19]=[CH:18][CH:17]=[CH:16][CH:15]=1)[C:3]([C:5]1[C:13]2[C:8](=[CH:9][CH:10]=[CH:11][CH:12]=2)[NH:7][CH:6]=1)=[O:4].[NH2:20][C:21]1[CH:22]=[C:23]([CH:29]=[CH:30][CH:31]=1)[C:24]([O:26][CH2:27][CH3:28])=[O:25].CCN(C(C)C)C(C)C. The catalyst is C(#N)C. The product is [NH:7]1[C:8]2[C:13](=[CH:12][CH:11]=[CH:10][CH:9]=2)[C:5]([C:3](=[O:4])[CH:2]([NH:20][C:21]2[CH:22]=[C:23]([CH:29]=[CH:30][CH:31]=2)[C:24]([O:26][CH2:27][CH3:28])=[O:25])[C:14]2[CH:19]=[CH:18][CH:17]=[CH:16][CH:15]=2)=[CH:6]1. The yield is 0.290. (6) The reactants are [OH:1][C:2]1[CH:3]=[CH:4][C:5]([N+:12]([O-:14])=[O:13])=[C:6]([CH:11]=1)[C:7]([O:9][CH3:10])=[O:8].Br[CH2:16][CH2:17][CH2:18][Cl:19]. No catalyst specified. The product is [Cl:19][CH2:18][CH2:17][CH2:16][O:1][C:2]1[CH:3]=[CH:4][C:5]([N+:12]([O-:14])=[O:13])=[C:6]([CH:11]=1)[C:7]([O:9][CH3:10])=[O:8]. The yield is 0.940. (7) The reactants are [F:1][C:2]1[CH:3]=[C:4](/[CH:16]=[C:17](\[CH3:23])/[C:18](OCC)=[O:19])[CH:5]=[C:6]([F:15])[C:7]=1[O:8][C:9]1[CH:14]=[CH:13][CH:12]=[CH:11][CH:10]=1.CC(C[AlH]CC(C)C)C. The catalyst is C(Cl)Cl. The product is [F:1][C:2]1[CH:3]=[C:4](/[CH:16]=[C:17](\[CH3:23])/[CH2:18][OH:19])[CH:5]=[C:6]([F:15])[C:7]=1[O:8][C:9]1[CH:14]=[CH:13][CH:12]=[CH:11][CH:10]=1. The yield is 0.820. (8) The reactants are [CH2:1]([NH:8][C:9]([N:11]1[CH:16]2[C@H:17]([CH3:41])[N:18]([CH2:30][C:31]3[CH:32]=[CH:33][CH:34]=[C:35]4[C:40]=3[N:39]=[CH:38][CH:37]=[CH:36]4)[C:19](=[O:29])[C@H:20]([CH2:21][C:22]3[CH:27]=[CH:26][C:25]([OH:28])=[CH:24][CH:23]=3)[N:15]2[C:14](=[O:42])[CH2:13][N:12]1[CH3:43])=[O:10])[C:2]1[CH:7]=[CH:6][CH:5]=[CH:4][CH:3]=1.[P:44](Cl)(Cl)(Cl)=[O:45].[OH2:49].C(O)(=O)CC(CC(O)=O)(C(O)=O)[OH:53]. The catalyst is O1CCCC1. The product is [P:44]([OH:45])([OH:53])([O:28][C:25]1[CH:24]=[CH:23][C:22]([CH2:21][C@@H:20]2[N:15]3[CH:16]([N:11]([C:9](=[O:10])[NH:8][CH2:1][C:2]4[CH:3]=[CH:4][CH:5]=[CH:6][CH:7]=4)[N:12]([CH3:43])[CH2:13][C:14]3=[O:42])[C@H:17]([CH3:41])[N:18]([CH2:30][C:31]3[CH:32]=[CH:33][CH:34]=[C:35]4[C:40]=3[N:39]=[CH:38][CH:37]=[CH:36]4)[C:19]2=[O:29])=[CH:27][CH:26]=1)=[O:49]. The yield is 0.600. (9) The reactants are [CH3:1][C:2]1[C:6]([C:7]([O:9]CC)=[O:8])=[C:5]([CH3:12])[NH:4][N:3]=1.BrC[CH:15]([O:18][CH3:19])[CH2:16][CH3:17]. The product is [CH3:19][O:18][CH2:15][CH2:16][CH2:17][N:4]1[C:5]([CH3:12])=[C:6]([C:7]([OH:9])=[O:8])[C:2]([CH3:1])=[N:3]1. No catalyst specified. The yield is 0.100. (10) The reactants are [CH3:1][O:2][C:3](=[O:21])[NH:4][C@@H:5]1[C:14]2[C:9](=[CH:10][CH:11]=[C:12]([C:15]([F:18])([F:17])[F:16])[CH:13]=2)[NH:8][C@H:7]([CH2:19][CH3:20])[CH2:6]1.N1C=CC=CC=1.Cl[C:29]([O:31][CH2:32][CH3:33])=[O:30]. The catalyst is C(Cl)Cl. The product is [CH2:32]([O:31][C:29]([N:8]1[C:9]2[C:14](=[CH:13][C:12]([C:15]([F:16])([F:17])[F:18])=[CH:11][CH:10]=2)[C@@H:5]([NH:4][C:3]([O:2][CH3:1])=[O:21])[CH2:6][C@H:7]1[CH2:19][CH3:20])=[O:30])[CH3:33]. The yield is 0.880.